Dataset: Peptide-MHC class I binding affinity with 185,985 pairs from IEDB/IMGT. Task: Regression. Given a peptide amino acid sequence and an MHC pseudo amino acid sequence, predict their binding affinity value. This is MHC class I binding data. The binding affinity (normalized) is 0.282. The peptide sequence is LTREMGFLV. The MHC is HLA-A02:01 with pseudo-sequence HLA-A02:01.